This data is from Peptide-MHC class II binding affinity with 134,281 pairs from IEDB. The task is: Regression. Given a peptide amino acid sequence and an MHC pseudo amino acid sequence, predict their binding affinity value. This is MHC class II binding data. (1) The peptide sequence is LRKAFDAFDREKSGS. The MHC is DRB5_0101 with pseudo-sequence DRB5_0101. The binding affinity (normalized) is 0.407. (2) The binding affinity (normalized) is 0.573. The peptide sequence is LHLYSHPIILGFRKI. The MHC is DRB4_0101 with pseudo-sequence DRB4_0103. (3) The peptide sequence is IGITDRDFI. The binding affinity (normalized) is 0. The MHC is HLA-DQA10201-DQB10301 with pseudo-sequence HLA-DQA10201-DQB10301. (4) The peptide sequence is FAVVDLNKMRAVWVDGKART. The MHC is DRB1_0802 with pseudo-sequence DRB1_0802. The binding affinity (normalized) is 0.686. (5) The MHC is DRB1_0701 with pseudo-sequence DRB1_0701. The peptide sequence is TLSYYKLGASQRVGT. The binding affinity (normalized) is 0.529. (6) The peptide sequence is TLSVTFIGAAPLILSY. The MHC is HLA-DPA10201-DPB11401 with pseudo-sequence HLA-DPA10201-DPB11401. The binding affinity (normalized) is 0.678. (7) The peptide sequence is VGFKAAVAAAASVPA. The MHC is HLA-DQA10101-DQB10501 with pseudo-sequence HLA-DQA10101-DQB10501. The binding affinity (normalized) is 0.0613.